From a dataset of Experimentally validated miRNA-target interactions with 360,000+ pairs, plus equal number of negative samples. Binary Classification. Given a miRNA mature sequence and a target amino acid sequence, predict their likelihood of interaction. (1) The miRNA is hsa-miR-4268 with sequence GGCUCCUCCUCUCAGGAUGUG. The protein sequence of the target gene is MSENSTFSTEDSCNSSYKPHASNLRRAGKTCSWASYMTNSPTLIVMIGLPARGKTYVSKKLTRYLNWIGVPTKVFNLGVYRREAVKSYQSYDFFRHDNEEAMKIRKQCALVALEDVKAYFTEESGQIAVFDATNTTRERRDMILNFAKQNAFKVFFVESVCDDPDVIAANILEVKVSSPDYPERNRENVMEDFLKRIECYKVTYQPLDPDNYDKDLSFIKVMNVGQRFLVNRVQDYIQSKIVYYLMNIHVHPRTIYLCRHGESEFNLLGKIGGDSGLSVRGKQFAHALKKFLEEQEIQDL.... Result: 0 (no interaction). (2) The miRNA is mmu-miR-205-5p with sequence UCCUUCAUUCCACCGGAGUCUG. The protein sequence of the target gene is MPPFLLLEAVCVFLFSRVPPSLPLQEVHVSKETIGKISAASKMMWCSAAVDIMFLLDGSNSVGKGSFERSKHFAITVCDGLDISPERVRVGAFQFSSTPHLEFPLDSFSTQQEVKARIKRMVFKGGRTETELALKYLLHRGLPGGRNASVPQILIIVTDGKSQGDVALPSKQLKERGVTVFAVGVRFPRWEELHALASEPRGQHVLLAEQVEDATNGLFSTLSSSAICSSATPDCRVEAHPCEHRTLEMVREFAGNAPCWRGSRRTLAVLAAHCPFYSWKRVFLTHPATCYRTTCPGPCD.... Result: 0 (no interaction). (3) The miRNA is hsa-miR-502-5p with sequence AUCCUUGCUAUCUGGGUGCUA. The protein sequence of the target gene is MLSSFNEWFWQDRFWLPPNVTWTELEDRDGRVYPHPQDLLAALPLALVLLAMRLAFERFIGLPLSRWLGVRDQTRRQVKPNATLEKHFLTEGHRPKEPQLSLLAAQCGLTLQQTQRWFRRRRNQDRPQLTKKFCEASWRFLFYLSSFVGGLSVLYHESWLWAPVMCWDRYPNQTLKPSLYWWYLLELGFYLSLLIRLPFDVKRKDFKEQVIHHFVAVILMTFSYSANLLRIGSLVLLLHDSSDYLLEACKMVNYMQYQQVCDALFLIFSFVFFYTRLVLFPTQILYTTYYESISNRGPFF.... Result: 1 (interaction). (4) The miRNA is hsa-miR-6129 with sequence UGAGGGAGUUGGGUGUAUA. The protein sequence of the target gene is MENSQLCKLFIGGLNVQTSESGLRGHFEAFGTLTDCVVVVNPQTKRSRCFGFVTYSNVEEADAAMAASPHAVDGNTVELKRAVSREDSARPGAHAKVKKLFVGGLKGDVAEGDLIEHFSQFGTVEKAEIIADKQSGKKRGFGFVYFQNHDAADKAAVVKFHPIQGHRVEVKKAVPKEDIYSGGGGGGSRSSRGGRGGRGRGGGRDQNGLSKGGGGGYNSYGGYGGGGGGGYNAYGGGGGGSSYGGSDYGNGFGGFGSYSQHQSSYGPMKSGGGGGGGGSSWGGRSNSGPYRGGYGGGGGY.... Result: 1 (interaction). (5) The miRNA is hsa-miR-520d-5p with sequence CUACAAAGGGAAGCCCUUUC. The protein sequence of the target gene is MASNHPAFSFHQKQVLRQELTQIQSSLNGGGGHGGKGAPGPGGALPTCPACHKITPRTEAPVSSVSNSLENALHTSAHSTEESLPKRPLGKHSKVSVEKIDLKGLSHTKNDRNVECSFEVLWSDSSITSVTKSSSEVTEFISKLCQLYPEENLEKLIPCLAGPDAFYVERNHVDLDSGLRYLASLPSHVLKNDHVRRFLSTSSPPQQLQSPSPGNPSLSKVGTVMGVSGRPVCGVAGIPSSQSGAQHHGQHPAGSAAPLPHCSHAGSAGSALAYRTQMDTSPAILMPSSLQTPQTQEQNG.... Result: 1 (interaction). (6) The miRNA is mmu-miR-673-5p with sequence CUCACAGCUCUGGUCCUUGGAG. The protein sequence of the target gene is MFKKLKQKISEEQQQLQQALAPAQASSSSSTPTRTRSRTSSFTDQLDDVTPNRENASTQATKSPDGVSKDESSPSQSGDTQTFAQKLQLRVPSMESLFRSPIKESLFRSSKEPLVRTSSRESLNQLDLDCSAAAFDPPSDMESEAEDAPWNSDGLSREQLLQRLRRMERSLSSYRGKYSELVTAFQTLQREKKKLQGILSQSQDKSLRRISELREELQMDQQAKKHLQDEFDACLEEKDQYISVLQTQVSLLKQRLQNGPMNVDAPKPLPPGELQAEVHGDTEKMEGVGEPVGGGTSAKT.... Result: 0 (no interaction). (7) The miRNA is mmu-miR-376a-3p with sequence AUCGUAGAGGAAAAUCCACGU. The protein sequence of the target gene is MAAPAREPALRCCIRLARVFLLLVLACEVAGSDEAEAREGAASLAGSCGCGTPQRAGAHGSSAAAQRYSREANAPGLTSGPRPLALTKMVPIPAGVFTMGTDDPQIRQDGEAPARRVTVDGFYMDAYEVSNADFEKFVNSTGYLTEAEKFGDSFVFEGMLSEQVKTHIHQAVAAAPWWLPVKGANWRHPEGPDSSILHRSNHPVLHVSWNDAVAYCTWAGKRLPTEAEWEYSCRGGLQNRLFPWGNKLQPKGQHYANIWQGKFPVSNTGEDGFQGTAPVDAFPPNGYGLYNIVGNVWEWT.... Result: 0 (no interaction). (8) The miRNA is hsa-miR-1290 with sequence UGGAUUUUUGGAUCAGGGA. The protein sequence of the target gene is MVDLSVSPDSLKPVSLTSSLVFLMHLLLLQPGEPSSEVKVLGPEYPILALVGEEVEFPCHLWPQLDAQQMEIRWFRSQTFNVVHLYQEQQELPGRQMPAFRNRTKLVKDDIAYGSVVLQLHSIIPSDKGTYGCRFHSDNFSGEALWELEVAGLGSDPHLSLEGFKEGGIQLRLRSSGWYPKPKVQWRDHQGQCLPPEFEAIVWDAQDLFSLETSVVVRAGALSNVSVSIQNLLLSQKKELVVQIADVFVPGASAWKSAFVATLPLLLVLAALALGVLRKQRRSREKLRKQAEKRQEKLTA.... Result: 0 (no interaction).